From a dataset of Forward reaction prediction with 1.9M reactions from USPTO patents (1976-2016). Predict the product of the given reaction. (1) Given the reactants [F:1][C:2]([F:27])([F:26])[C:3]1[CH:8]=[CH:7][C:6]([C:9]([C:16]2[CH:21]=[CH:20][C:19]([C:22]([F:25])([F:24])[F:23])=[CH:18][CH:17]=2)=[CH:10]/[CH:11]=[CH:12]/[C:13](O)=[O:14])=[CH:5][CH:4]=1.[NH:28]1[CH2:33][CH2:32][S:31][CH2:30][CH2:29]1.C(N(CC)CC)C.O, predict the reaction product. The product is: [S:31]1[CH2:32][CH2:33][N:28]([C:13](=[O:14])/[CH:12]=[CH:11]/[CH:10]=[C:9]([C:16]2[CH:17]=[CH:18][C:19]([C:22]([F:23])([F:24])[F:25])=[CH:20][CH:21]=2)[C:6]2[CH:5]=[CH:4][C:3]([C:2]([F:26])([F:27])[F:1])=[CH:8][CH:7]=2)[CH2:29][CH2:30]1. (2) The product is: [NH2:1][C:2]1[N:3]=[C:4]2[S:11][NH:7][C:6](=[O:12])[C:5]2=[C:8]([CH3:10])[CH:9]=1. Given the reactants [NH2:1][C:2]1[CH:9]=[C:8]([CH3:10])[C:5]([C:6]#[N:7])=[C:4]([SH:11])[N:3]=1.[OH:12]S(O)(=O)=O.C([O-])(O)=O.[Na+], predict the reaction product. (3) Given the reactants [CH:1]1([C:5]2[C:13](C=O)=[CH:12][C:8]([C:9]([OH:11])=[O:10])=[C:7]([CH3:16])[CH:6]=2)[CH2:4][CH2:3][CH2:2]1.Br[CH:18]1[C:23](=O)[CH2:22][CH2:21][N:20]([C:25]([O:27][C:28]([CH3:31])([CH3:30])[CH3:29])=[O:26])[CH2:19]1.[OH-].[NH4+:33].C[N:35]([CH3:38])C=O, predict the reaction product. The product is: [C:28]([O:27][C:25]([N:20]1[CH2:21][CH2:22][C:23]2[N:33]=[C:38]([C:13]3[C:5]([CH:1]4[CH2:4][CH2:3][CH2:2]4)=[CH:6][C:7]([CH3:16])=[C:8]([CH:12]=3)[C:9]([OH:11])=[O:10])[NH:35][C:18]=2[CH2:19]1)=[O:26])([CH3:31])([CH3:30])[CH3:29]. (4) Given the reactants C[O:2][C:3](=[O:15])[C:4]1[CH:9]=[C:8]([O:10][CH2:11][CH:12]=[CH2:13])[CH:7]=[CH:6][C:5]=1[OH:14].[OH-].[Na+].Cl, predict the reaction product. The product is: [OH:14][C:5]1[CH:6]=[CH:7][C:8]([O:10][CH2:11][CH2:12][CH3:13])=[CH:9][C:4]=1[C:3]([OH:15])=[O:2]. (5) Given the reactants Br[C:2]1[CH:7]=[CH:6][C:5]([NH:8][C:9]([NH:11][C:12]2[CH:17]=[CH:16][CH:15]=[CH:14][C:13]=2[O:18][CH3:19])=[O:10])=[CH:4][CH:3]=1.CC1(C)C(C)(C)OB([C:28]2[CH:32]=[N:31][N:30]3[CH2:33][CH2:34][CH2:35][C:29]=23)O1.C1(P(C2CCCCC2)C2C=CC=CC=2C2C(C(C)C)=CC(C(C)C)=CC=2C(C)C)CCCCC1.C([O-])([O-])=O.[Cs+].[Cs+], predict the reaction product. The product is: [N:31]1[N:30]2[CH2:33][CH2:34][CH2:35][C:29]2=[C:28]([C:2]2[CH:7]=[CH:6][C:5]([NH:8][C:9]([NH:11][C:12]3[CH:17]=[CH:16][CH:15]=[CH:14][C:13]=3[O:18][CH3:19])=[O:10])=[CH:4][CH:3]=2)[CH:32]=1. (6) Given the reactants [F:1][C:2]([F:41])([F:40])[C:3]1[CH:4]=[C:5]([CH:33]=[C:34]([C:36]([F:39])([F:38])[F:37])[CH:35]=1)[C:6]([N:8]1[CH2:13][CH2:12][CH:11]([N:14]2[CH2:19][CH2:18][N:17]([C:20](=O)C(F)(F)F)[CH2:16][CH2:15]2)[CH:10]([C:26]2[CH:31]=[CH:30][C:29]([Cl:32])=[CH:28][CH:27]=2)[CH2:9]1)=[O:7].C=O, predict the reaction product. The product is: [F:39][C:36]([F:37])([F:38])[C:34]1[CH:33]=[C:5]([C:6]([N:8]2[CH2:13][CH2:12][CH:11]([N:14]3[CH2:19][CH2:18][N:17]([CH3:20])[CH2:16][CH2:15]3)[CH:10]([C:26]3[CH:27]=[CH:28][C:29]([Cl:32])=[CH:30][CH:31]=3)[CH2:9]2)=[O:7])[CH:4]=[C:3]([C:2]([F:40])([F:1])[F:41])[CH:35]=1. (7) Given the reactants [O:1]1[CH2:6][CH2:5][CH:4]([O:7][C:8]2[CH:18]=[CH:17][C:11]([C:12]([O:14]CC)=[O:13])=[CH:10][CH:9]=2)[CH2:3][CH2:2]1.[OH-].[Na+], predict the reaction product. The product is: [O:1]1[CH2:2][CH2:3][CH:4]([O:7][C:8]2[CH:18]=[CH:17][C:11]([C:12]([OH:14])=[O:13])=[CH:10][CH:9]=2)[CH2:5][CH2:6]1.